This data is from Full USPTO retrosynthesis dataset with 1.9M reactions from patents (1976-2016). The task is: Predict the reactants needed to synthesize the given product. (1) Given the product [Cl:1][C:2]1[C:10]2[C:5](=[CH:6][N:7]=[C:8]([C:11]([OH:14])=[O:12])[CH:9]=2)[O:4][CH:3]=1, predict the reactants needed to synthesize it. The reactants are: [Cl:1][C:2]1[C:10]2[C:5](=[CH:6][N:7]=[C:8]([CH:11]=[O:12])[CH:9]=2)[O:4][CH:3]=1.Cl([O-])=[O:14].[Na+].OP([O-])(O)=O.[K+]. (2) Given the product [C:22]([O:21][C:19]([N:16]1[CH2:17][CH2:18][N:13]([C:11](=[O:12])[CH2:10][NH:9][C:5]2[CH:6]=[C:7]([C:30]3[CH:31]=[CH:32][CH:33]=[CH:34][C:29]=3[Cl:28])[C:2]([Cl:1])=[CH:3][C:4]=2[O:26][CH3:27])[CH2:14][CH2:15]1)=[O:20])([CH3:25])([CH3:24])[CH3:23], predict the reactants needed to synthesize it. The reactants are: [Cl:1][C:2]1[C:7](I)=[CH:6][C:5]([NH:9][CH2:10][C:11]([N:13]2[CH2:18][CH2:17][N:16]([C:19]([O:21][C:22]([CH3:25])([CH3:24])[CH3:23])=[O:20])[CH2:15][CH2:14]2)=[O:12])=[C:4]([O:26][CH3:27])[CH:3]=1.[Cl:28][C:29]1[CH:34]=[CH:33][CH:32]=[CH:31][C:30]=1B(O)O.C([O-])([O-])=O.[Na+].[Na+]. (3) Given the product [CH3:1][C:2]1[N:7]=[CH:6][N:5]=[C:4]([N:8]2[CH2:17][CH2:16][C:11](=[O:12])[CH2:10][CH2:9]2)[CH:3]=1, predict the reactants needed to synthesize it. The reactants are: [CH3:1][C:2]1[N:7]=[CH:6][N:5]=[C:4]([N:8]2[CH2:17][CH2:16][C:11]3(OCC[O:12]3)[CH2:10][CH2:9]2)[CH:3]=1.Cl.C([O-])(O)=O.[Na+]. (4) Given the product [CH:20]1([S:28]([CH2:7][C:8]2[CH:13]=[CH:12][CH:11]=[C:10]([N+:14]([O-:16])=[O:15])[CH:9]=2)(=[O:31])=[O:29])[CH2:21][CH2:22][CH2:23][CH2:24]1, predict the reactants needed to synthesize it. The reactants are: C1(S[CH2:7][C:8]2[CH:13]=[CH:12][CH:11]=[C:10]([N+:14]([O-:16])=[O:15])[CH:9]=2)CCCC1.ClC1[CH:23]=[CH:22][CH:21]=[C:20]([C:24](OO)=O)C=1.[S:28](=S)(=[O:31])([O-])[O-:29].[Na+].[Na+]. (5) Given the product [C:15]([C:12]1([NH:11][S:8]([C:5]2[CH:6]=[C:7]([B:22]3[O:23][C:24]([CH3:26])([CH3:25])[C:20]([CH3:36])([CH3:19])[O:21]3)[CH:2]=[CH:3][C:4]=2[O:17][CH3:18])(=[O:10])=[O:9])[CH2:14][CH2:13]1)#[N:16], predict the reactants needed to synthesize it. The reactants are: Br[C:2]1[CH:7]=[CH:6][C:5]([S:8]([NH:11][C:12]2([C:15]#[N:16])[CH2:14][CH2:13]2)(=[O:10])=[O:9])=[C:4]([O:17][CH3:18])[CH:3]=1.[CH3:19][C:20]1([CH3:36])[C:24]([CH3:26])([CH3:25])[O:23][B:22]([B:22]2[O:23][C:24]([CH3:26])([CH3:25])[C:20]([CH3:36])([CH3:19])[O:21]2)[O:21]1.C([O-])(=O)C.[K+].ClCCl. (6) Given the product [NH2:39][C:37]([C:32]1[CH:33]=[N:34][C:35]2[C:30]([C:31]=1[NH:1][C:2]1[CH:3]=[C:4]([CH:8]=[C:9]([CH:11]3[CH2:16][CH2:15][O:14][CH2:13][CH2:12]3)[CH:10]=1)[C:5]([OH:7])=[O:6])=[CH:29][CH:28]=[C:27]([C:22]1[C:23]([O:25][CH3:26])=[N:24][C:19]([O:18][CH3:17])=[N:20][CH:21]=1)[CH:36]=2)=[O:38], predict the reactants needed to synthesize it. The reactants are: [NH2:1][C:2]1[CH:3]=[C:4]([CH:8]=[C:9]([CH:11]2[CH2:16][CH2:15][O:14][CH2:13][CH2:12]2)[CH:10]=1)[C:5]([OH:7])=[O:6].[CH3:17][O:18][C:19]1[N:24]=[C:23]([O:25][CH3:26])[C:22]([C:27]2[CH:36]=[C:35]3[C:30]([C:31](Cl)=[C:32]([C:37]([NH2:39])=[O:38])[CH:33]=[N:34]3)=[CH:29][CH:28]=2)=[CH:21][N:20]=1. (7) Given the product [F:26][C:27]1[CH:32]=[CH:31][CH:30]=[C:29]([F:33])[C:28]=1[C:34]1[N:39]=[C:38]([C:40]([NH:1][C:2]2[CH:3]=[N:4][CH:5]=[CH:6][C:7]=2[C@H:8]2[CH2:24][C@@H:12]([NH:13][C:17](=[O:18])[O:19][C:20]([CH3:22])([CH3:23])[CH3:21])[C@@H:11]([OH:15])[C@@H:10]([CH3:25])[CH2:9]2)=[O:41])[CH:37]=[CH:36][C:35]=1[F:43], predict the reactants needed to synthesize it. The reactants are: [NH2:1][C:2]1[CH:3]=[N:4][CH:5]=[CH:6][C:7]=1[C@H:8]1[CH2:24][C@H:12]2[N:13]([C:17]([O:19][C:20]([CH3:23])([CH3:22])[CH3:21])=[O:18])C(=O)[O:15][C@H:11]2[C@@H:10]([CH3:25])[CH2:9]1.[F:26][C:27]1[CH:32]=[CH:31][CH:30]=[C:29]([F:33])[C:28]=1[C:34]1[N:39]=[C:38]([C:40](O)=[O:41])[CH:37]=[CH:36][C:35]=1[F:43].C(Cl)CCl.C([O-])([O-])=O.[Cs+].[Cs+].